This data is from Reaction yield outcomes from USPTO patents with 853,638 reactions. The task is: Predict the reaction yield, written as a fraction of the theoretical maximum amount of product (1.0 means a 100% yield; for example, 0.34 means a 34% yield). (1) The reactants are [Cl:1][C:2]1[CH:7]=[C:6](/[CH:8]=[CH:9]/[CH:10]([C:15]2[CH:20]=[C:19]([Cl:21])[CH:18]=[C:17]([Cl:22])[CH:16]=2)[C:11]([F:14])([F:13])[F:12])[CH:5]=[CH:4][C:3]=1[CH2:23][NH2:24].[CH2:25]([N:27]=[C:28]=[O:29])[CH3:26]. The catalyst is C(Cl)Cl. The product is [Cl:1][C:2]1[CH:7]=[C:6](/[CH:8]=[CH:9]/[CH:10]([C:15]2[CH:16]=[C:17]([Cl:22])[CH:18]=[C:19]([Cl:21])[CH:20]=2)[C:11]([F:13])([F:14])[F:12])[CH:5]=[CH:4][C:3]=1[CH2:23][NH:24][C:28]([NH:27][CH2:25][CH3:26])=[O:29]. The yield is 0.600. (2) The catalyst is N1C=CC=CC=1. The yield is 0.370. The product is [CH3:22][C:23]1[C:28]([NH:29][C:11]([C:9]2[C:10]3[C:2]([CH3:1])=[N:3][N:4]([C:15]4[CH:20]=[CH:19][C:18]([CH3:21])=[CH:17][CH:16]=4)[C:5]=3[N:6]=[C:7]([CH3:14])[CH:8]=2)=[O:12])=[C:27]([CH3:30])[CH:26]=[CH:25][N:24]=1. The reactants are [CH3:1][C:2]1[C:10]2[C:9]([C:11](O)=[O:12])=[CH:8][C:7]([CH3:14])=[N:6][C:5]=2[N:4]([C:15]2[CH:20]=[CH:19][C:18]([CH3:21])=[CH:17][CH:16]=2)[N:3]=1.[CH3:22][C:23]1[C:28]([NH2:29])=[C:27]([CH3:30])[CH:26]=[CH:25][N:24]=1.P(Cl)(Cl)(Cl)=O. (3) The reactants are [CH2:1]([O:8][C@H:9]1[C:13]([CH2:20][O:21]S(C)(=O)=O)([CH2:14][O:15]S(C)(=O)=O)[O:12][C@@H:11]([N:26]2[CH:34]=[C:32]([CH3:33])[C:30](=[O:31])[NH:29][C:27]2=[O:28])[C@@H:10]1OS(C)(=O)=O)[C:2]1[CH:7]=[CH:6][CH:5]=[CH:4][CH:3]=1.[OH-].[Na+]. The catalyst is C(O)C.O. The product is [OH:21][CH2:20][C@:13]12[C@H:9]([O:8][CH2:1][C:2]3[CH:3]=[CH:4][CH:5]=[CH:6][CH:7]=3)[C@H:10]([O:15][CH2:14]1)[C@H:11]([N:26]1[CH:34]=[C:32]([CH3:33])[C:30](=[O:31])[NH:29][C:27]1=[O:28])[O:12]2. The yield is 0.440. (4) The product is [CH3:1][O:2][CH2:3][C@@H:4]1[CH2:8][CH2:7][CH2:6][N:5]1[S:9]([C:12]1[CH:13]=[C:14]2[C:18](=[CH:19][CH:20]=1)[NH:17][C:16](=[O:21])[C:15]12[O:26][CH2:25][CH2:24][CH2:23][O:22]1)(=[O:11])=[O:10]. The yield is 0.450. The reactants are [CH3:1][O:2][CH2:3][C@@H:4]1[CH2:8][CH2:7][CH2:6][N:5]1[S:9]([C:12]1[CH:13]=[C:14]2[C:18](=[CH:19][CH:20]=1)[NH:17][C:16](=[O:21])[C:15]2=[O:22])(=[O:11])=[O:10].[CH2:23](O)[CH2:24][CH2:25][OH:26].C1(C)C=CC(S(O)(=O)=O)=CC=1. The catalyst is C1C=CC=CC=1. (5) The product is [Br:1][C:2]1[C:3]([O:10][C:11]2[CH:16]=[CH:15][N:14]=[C:13]([C:30]3[CH:29]=[N:28][N:27]([CH3:26])[CH:31]=3)[CH:12]=2)=[CH:4][C:5]([F:9])=[C:6]([CH:8]=1)[NH2:7]. The yield is 0.520. The catalyst is CN(C=O)C.O.C1C=CC([P]([Pd]([P](C2C=CC=CC=2)(C2C=CC=CC=2)C2C=CC=CC=2)([P](C2C=CC=CC=2)(C2C=CC=CC=2)C2C=CC=CC=2)[P](C2C=CC=CC=2)(C2C=CC=CC=2)C2C=CC=CC=2)(C2C=CC=CC=2)C2C=CC=CC=2)=CC=1. The reactants are [Br:1][C:2]1[C:3]([O:10][C:11]2[CH:16]=[CH:15][N:14]=[C:13](Cl)[CH:12]=2)=[CH:4][C:5]([F:9])=[C:6]([CH:8]=1)[NH2:7].[O-]P([O-])([O-])=O.[K+].[K+].[K+].[CH3:26][N:27]1[CH:31]=[C:30](B2OC(C)(C)C(C)(C)O2)[CH:29]=[N:28]1. (6) The reactants are [Br:1][C:2]1[CH:10]=[C:6]([C:7]([OH:9])=O)[C:5]([OH:11])=[CH:4][CH:3]=1.[NH2:12][C:13]1[CH:18]=[CH:17][CH:16]=[CH:15][CH:14]=1. No catalyst specified. The product is [Br:1][C:2]1[CH:3]=[CH:4][C:5]([OH:11])=[C:6]([CH:10]=1)[C:7]([NH:12][C:13]1[CH:18]=[CH:17][CH:16]=[CH:15][CH:14]=1)=[O:9]. The yield is 0.688.